From a dataset of Forward reaction prediction with 1.9M reactions from USPTO patents (1976-2016). Predict the product of the given reaction. (1) Given the reactants [CH2:1]([CH:4]([C:8]1[C:9]([C:23]2[CH:28]=[CH:27][CH:26]=[CH:25][CH:24]=2)=[C:10]([CH3:22])[C:11]([C:20]#[N:21])=[C:12]2[C:16]=1[O:15][C:14]([CH:17]1[CH2:19][CH2:18]1)=[N:13]2)[CH2:5][CH:6]=[CH2:7])C=C, predict the reaction product. The product is: [CH:4]1([C:8]2[C:9]([C:23]3[CH:28]=[CH:27][CH:26]=[CH:25][CH:24]=3)=[C:10]([CH3:22])[C:11]([C:20]#[N:21])=[C:12]3[C:16]=2[O:15][C:14]([CH:17]2[CH2:19][CH2:18]2)=[N:13]3)[CH2:5][CH:6]=[CH:7][CH2:1]1. (2) Given the reactants [CH3:1][O:2][C:3]1[CH:4]=[C:5](B(O)O)[CH:6]=[CH:7][CH:8]=1.[CH3:12][CH2:13]/[CH:14]=[C:15](/[CH:17]=[O:18])\[CH3:16].CO.C(=O)([O-])[O-].[K+].[K+], predict the reaction product. The product is: [CH3:16][C@H:15]([C@H:14]([C:5]1[CH:6]=[CH:7][CH:8]=[C:3]([O:2][CH3:1])[CH:4]=1)[CH2:13][CH3:12])[CH:17]=[O:18].